From a dataset of NCI-60 drug combinations with 297,098 pairs across 59 cell lines. Regression. Given two drug SMILES strings and cell line genomic features, predict the synergy score measuring deviation from expected non-interaction effect. Drug 1: CC=C1C(=O)NC(C(=O)OC2CC(=O)NC(C(=O)NC(CSSCCC=C2)C(=O)N1)C(C)C)C(C)C. Drug 2: CC1C(C(CC(O1)OC2CC(CC3=C2C(=C4C(=C3O)C(=O)C5=CC=CC=C5C4=O)O)(C(=O)C)O)N)O. Cell line: OVCAR-5. Synergy scores: CSS=69.9, Synergy_ZIP=-4.61, Synergy_Bliss=-12.4, Synergy_Loewe=-12.3, Synergy_HSA=-10.1.